From a dataset of Catalyst prediction with 721,799 reactions and 888 catalyst types from USPTO. Predict which catalyst facilitates the given reaction. (1) Reactant: [I-].[CH3:2][S+](C)(C)=O.[H-].[Na+].[Cl:9][C:10]1[CH:11]=[CH:12][C:13]([O:16][C:17]2[CH:18]=[CH:19][C:20]([C:23](=[O:34])[CH2:24][CH2:25][C:26]3[CH:31]=[CH:30][C:29]([F:32])=[CH:28][C:27]=3[F:33])=[N:21][CH:22]=2)=[N:14][CH:15]=1. Product: [Cl:9][C:10]1[CH:11]=[CH:12][C:13]([O:16][C:17]2[CH:22]=[N:21][C:20]([C:23]3([CH2:24][CH2:25][C:26]4[CH:31]=[CH:30][C:29]([F:32])=[CH:28][C:27]=4[F:33])[CH2:2][O:34]3)=[CH:19][CH:18]=2)=[N:14][CH:15]=1. The catalyst class is: 1. (2) Reactant: C(OC([C:6]1[C:11](=[O:12])[NH:10][C:9]2[N:13]([C:16]3[CH:21]=[CH:20][CH:19]=[CH:18][CH:17]=3)[N:14]=[CH:15][C:8]=2[C:7]=1[NH2:22])=O)C. Product: [NH2:22][C:7]1[C:8]2[CH:15]=[N:14][N:13]([C:16]3[CH:17]=[CH:18][CH:19]=[CH:20][CH:21]=3)[C:9]=2[NH:10][C:11](=[O:12])[CH:6]=1. The catalyst class is: 611. (3) Reactant: CSC.B.[F:5][C:6]1[C:11]([F:12])=[C:10]([OH:13])[CH:9]=[CH:8][C:7]=1[CH2:14][C:15](O)=[O:16]. Product: [F:12][C:11]1[C:6]([F:5])=[C:7]([CH2:14][CH2:15][OH:16])[CH:8]=[CH:9][C:10]=1[OH:13]. The catalyst class is: 7. (4) Reactant: [O:1]1[C:5]2[CH:6]=[CH:7][C:8]([CH2:10][N:11]3[C:20]([C:21]([OH:23])=[O:22])=[C:19]([C:24]4[CH:29]=[CH:28][CH:27]=[CH:26][CH:25]=4)[C:18]4[C:13](=[CH:14][CH:15]=[C:16]([F:30])[CH:17]=4)[C:12]3=[O:31])=[CH:9][C:4]=2[CH2:3][CH2:2]1.CI.[C:34](=O)([O-])[O-].[K+].[K+].O. Product: [CH3:34][O:22][C:21]([C:20]1[N:11]([CH2:10][C:8]2[CH:7]=[CH:6][C:5]3[O:1][CH2:2][CH2:3][C:4]=3[CH:9]=2)[C:12](=[O:31])[C:13]2[C:18]([C:19]=1[C:24]1[CH:25]=[CH:26][CH:27]=[CH:28][CH:29]=1)=[CH:17][C:16]([F:30])=[CH:15][CH:14]=2)=[O:23]. The catalyst class is: 3. (5) Product: [Cl:16][C:17]1[N:18]=[C:19]([NH:1][C:2]2[CH:7]=[CH:6][CH:5]=[CH:4][C:3]=2[S:8]([CH:11]([CH3:13])[CH3:12])(=[O:10])=[O:9])[C:20]([C:24]([F:27])([F:25])[F:26])=[CH:21][N:22]=1. Reactant: [NH2:1][C:2]1[CH:7]=[CH:6][CH:5]=[CH:4][C:3]=1[S:8]([CH:11]([CH3:13])[CH3:12])(=[O:10])=[O:9].[H-].[Na+].[Cl:16][C:17]1[N:22]=[C:21](Cl)[C:20]([C:24]([F:27])([F:26])[F:25])=[CH:19][N:18]=1. The catalyst class is: 9. (6) Reactant: CS([O:5][CH2:6][CH:7]1[CH2:12][CH2:11][N:10]([C:13]([O:15][C:16]([CH3:19])([CH3:18])[CH3:17])=[O:14])[CH2:9][CH2:8]1)(=O)=O.C([O-])([O-])=O.[K+].[K+].[Cl:26][C:27]1[N:32]=[CH:31][C:30](O)=[CH:29][N:28]=1.O. Product: [Cl:26][C:27]1[N:32]=[CH:31][C:30]([O:5][CH2:6][CH:7]2[CH2:12][CH2:11][N:10]([C:13]([O:15][C:16]([CH3:19])([CH3:18])[CH3:17])=[O:14])[CH2:9][CH2:8]2)=[CH:29][N:28]=1. The catalyst class is: 3. (7) Reactant: [CH3:1][O:2][C:3]1[CH:4]=[C:5]2[C:10](=[CH:11][C:12]=1[O:13][CH3:14])[N:9]=[CH:8][CH:7]=[C:6]2[O:15][C:16]1[CH:21]=[CH:20][C:19]([CH3:22])=[CH:18][C:17]=1[CH:23]([OH:28])[CH2:24][CH2:25][CH2:26][CH3:27].C1CCN2C(=NCCC2)CC1.[Cl-].O. Product: [CH3:1][O:2][C:3]1[CH:4]=[C:5]2[C:10](=[CH:11][C:12]=1[O:13][CH3:14])[N:9]=[CH:8][CH:7]=[C:6]2[O:15][C:16]1[CH:21]=[CH:20][C:19]([CH3:22])=[CH:18][C:17]=1[C:23](=[O:28])[CH2:24][CH2:25][CH2:26][CH3:27]. The catalyst class is: 2. (8) Reactant: [CH2:1]([O:3][C:4](=[O:22])[CH2:5][CH2:6][C:7]1[C:15]2[C:10]3=[C:11]([O:16][CH2:17][CH2:18][N:9]3[C:8]=1[C:19]([OH:21])=[O:20])[CH:12]=[CH:13][CH:14]=2)[CH3:2].[C:23]([O-])([O-])=O.[K+].[K+].CI. Product: [CH2:1]([O:3][C:4](=[O:22])[CH2:5][CH2:6][C:7]1[C:15]2[C:10]3=[C:11]([O:16][CH2:17][CH2:18][N:9]3[C:8]=1[C:19]([O:21][CH3:23])=[O:20])[CH:12]=[CH:13][CH:14]=2)[CH3:2]. The catalyst class is: 21. (9) Reactant: [C:1]([C:3]1[CH:4]=[C:5]2[C:22](=[CH:23][CH:24]=1)[O:21][C:8]1([CH2:13][CH2:12][N:11]([C:14]([O:16][C:17]([CH3:20])([CH3:19])[CH3:18])=[O:15])[CH2:10][CH2:9]1)[CH2:7][C:6]2=[O:25])#[N:2].[N-:26]=[N+:27]=[N-:28].[Na+].Cl.C(N(CC)CC)C.Cl. Product: [O:25]=[C:6]1[C:5]2[C:22](=[CH:23][CH:24]=[C:3]([C:1]3[NH:28][N:27]=[N:26][N:2]=3)[CH:4]=2)[O:21][C:8]2([CH2:13][CH2:12][N:11]([C:14]([O:16][C:17]([CH3:20])([CH3:19])[CH3:18])=[O:15])[CH2:10][CH2:9]2)[CH2:7]1. The catalyst class is: 329.